Dataset: Experimentally validated miRNA-target interactions with 360,000+ pairs, plus equal number of negative samples. Task: Binary Classification. Given a miRNA mature sequence and a target amino acid sequence, predict their likelihood of interaction. (1) The protein sequence of the target gene is MGSPRAARPPLLLRPVKLLRRRFRLLLALAVVSVGLWTLYLELVASAQVGGNPLNRRYGSWRELAKALASRNIPAVDPHLQFYHPQRLSLEDHDIDQGVSSNSSYLKWNKPVPWLSEFRGRANLHVFEDWCGSSIQQLRRNLHFPLYPHIRTTLRKLAVSPKWTNYGLRIFGYLHPFTDGKIQFAIAADDNAEFWLSLDDQVSGLQLLASVGKTGKEWTAPGEFGKFRSQISKPVSLSASHRYYFEVLHKQNEEGTDHVEVAWRRNDPGAKFTIIDSLSLSLFTNETFLQMDEVGHIPQT.... The miRNA is hsa-miR-423-3p with sequence AGCUCGGUCUGAGGCCCCUCAGU. Result: 1 (interaction). (2) The miRNA is mmu-miR-484 with sequence UCAGGCUCAGUCCCCUCCCGAU. The protein sequence of the target gene is MQCSWKAVLLLALASIAIQYTAIRTFTAKSFHTCPGLTDTGLAERLCEEGPTFSYNLSRKTHVLILATTRSGSSFVGQLFNQHMDVFYLFEPLYHVQNTLIPRFTQGKSPADRRVMLGASRDLLRSLYDCDLYFLENYIKPPPVNHTTNRVFRRGASRVLCSRPVCDPPGSSDLILEEGDCVRMCGLLNLTLAAEACRERSHVAIKTVRVPEVNDLRALVEDPRLNLKVIQLVRDPRGILASRSETFRDTYRLWRLWYGTGRKPYNLDVTQLTTVCEDFSSSVSTGLMRPSWLKGKYMLV.... Result: 0 (no interaction). (3) The miRNA is hsa-miR-4680-3p with sequence UCUGAAUUGUAAGAGUUGUUA. The protein sequence of the target gene is MSWAPVLLMLFVYCTGCGPQPVLHQPPAMSSALGTTIRLTCTLRNDHDIGVYSVYWYQQRPGHPPRFLLRYFSQSDKSQGPQVPPRFSGSKDVARNRGYLSISELQPEDEAMYYCAMGARSSEKEEREREWEEEMEPTAARTRVP. Result: 0 (no interaction). (4) The miRNA is hsa-miR-3960 with sequence GGCGGCGGCGGAGGCGGGGG. The protein sequence of the target gene is MFSALKKLVGSEQAPGRDKNIPAGLQSMNQALQRRFAKGVQYNMKIVIRGDRNTGKTALWHRLQGKKFVEEYIPTQEIQVTSIHWNYKTTDDVVKVEVWDVVDKGKCKKRGDGLKTENDPQEAESELALDAEFLDVYKNCNGVVMMFDITKQWTFNYVLRELPKVPTHVPVCVLGNYRDMGEHRVILPDDVRDFIEHLDRPPGSSYFRYAESSMKNSFGLKYLHKFFNIPFLQLQRETLLRQLETNQLDIDATLEELSVQQETEDQNYSIFLEMMEARSRGHASPLAANGQSPSSGSQSP.... Result: 0 (no interaction). (5) The miRNA is hsa-miR-6794-5p with sequence CAGGGGGACUGGGGGUGAGC. The protein sequence of the target gene is MMKSQGLVSFKDVAVDFTQEEWQQLDPSQRTLYRDVMLENYSHLVSMGYPVSKPDVISKLEQGEEPWIIKGDISNWIYPDEYQADGRQDRKSNLHNSQSCILGTVSFHHKILKGVTRDGSLCSILKVCQGDGQLQRFLENQDKLFRQVTFVNSKTVTEASGHKYNPLGKIFQECIETDISIQRFHKYDAFKKNLKPNIDLPSCYKSNSRKKPDQSFGGGKSSSQSEPNSNLEKIHNGVIPFDDNQCGNVFRNTQSLIQYQNVETKEKSCVCVTCGKAFAKKSQLIVHQRIHTGKKPYDCG.... Result: 0 (no interaction).